Predict the reactants needed to synthesize the given product. From a dataset of Full USPTO retrosynthesis dataset with 1.9M reactions from patents (1976-2016). Given the product [CH3:41][C:40]([Si:37]([CH3:39])([CH3:38])[O:36][CH2:35][CH2:34][O:12][C:13]1[CH:21]=[C:20]2[C:16]([CH:17]=[C:18]([C:29]([O:31][CH3:32])=[O:30])[N:19]2[C:22]([O:24][C:25]([CH3:28])([CH3:27])[CH3:26])=[O:23])=[CH:15][CH:14]=1)([CH3:43])[CH3:42], predict the reactants needed to synthesize it. The reactants are: C1CCN2C(=NCCC2)CC1.[OH:12][C:13]1[CH:21]=[C:20]2[C:16]([CH:17]=[C:18]([C:29]([O:31][CH3:32])=[O:30])[N:19]2[C:22]([O:24][C:25]([CH3:28])([CH3:27])[CH3:26])=[O:23])=[CH:15][CH:14]=1.Br[CH2:34][CH2:35][O:36][Si:37]([C:40]([CH3:43])([CH3:42])[CH3:41])([CH3:39])[CH3:38].CCOC(C)=O.